From a dataset of Reaction yield outcomes from USPTO patents with 853,638 reactions. Predict the reaction yield, written as a fraction of the theoretical maximum amount of product (1.0 means a 100% yield; for example, 0.34 means a 34% yield). (1) The reactants are [CH3:1][O:2][C:3](=[O:16])[C:4]1[CH:9]=[C:8]([C:10]#[CH:11])[C:7]([CH:12]([CH3:14])[CH3:13])=[CH:6][C:5]=1[NH2:15].[N:17]1[CH:22]=[CH:21]N=N[N:18]=1. The catalyst is ClCCCl. The product is [CH3:1][O:2][C:3](=[O:16])[C:4]1[CH:9]=[C:8]([C:10]2[CH:21]=[CH:22][N:17]=[N:18][CH:11]=2)[C:7]([CH:12]([CH3:14])[CH3:13])=[CH:6][C:5]=1[NH2:15]. The yield is 0.260. (2) The reactants are [OH-].[Na+].C[O:4][C:5](=[O:23])[C:6]1[CH:11]=[C:10]([C:12](=[O:14])[CH3:13])[CH:9]=[CH:8][C:7]=1[O:15][CH2:16][C:17]1[CH:22]=[CH:21][CH:20]=[CH:19][CH:18]=1.Cl. The catalyst is CO.O1CCCC1. The product is [C:12]([C:10]1[CH:9]=[CH:8][C:7]([O:15][CH2:16][C:17]2[CH:22]=[CH:21][CH:20]=[CH:19][CH:18]=2)=[C:6]([CH:11]=1)[C:5]([OH:23])=[O:4])(=[O:14])[CH3:13]. The yield is 0.910. (3) The reactants are [C:1]1([CH2:7][O:8][C:9]2[CH:17]=[CH:16][CH:15]=[CH:14][C:10]=2[C:11]([OH:13])=[O:12])[CH:6]=[CH:5][CH:4]=[CH:3][CH:2]=1.[O:18]([CH2:26][C@H:27](O)[CH3:28])[Si:19]([C:22]([CH3:25])([CH3:24])[CH3:23])([CH3:21])[CH3:20].Cl.CN(C)CCCN=C=NCC. The catalyst is CN(C)C1C=CN=CC=1.ClCCl. The product is [C:1]1([CH2:7][O:8][C:9]2[CH:17]=[CH:16][CH:15]=[CH:14][C:10]=2[C:11]([O:13][C@H:27]([CH3:28])[CH2:26][O:18][Si:19]([C:22]([CH3:25])([CH3:24])[CH3:23])([CH3:21])[CH3:20])=[O:12])[CH:2]=[CH:3][CH:4]=[CH:5][CH:6]=1. The yield is 0.290. (4) The reactants are [F:1][C:2]1[C:3]([NH2:17])=[N:4][C:5]([O:8][CH2:9][C:10]2[CH:15]=[CH:14][C:13]([F:16])=[CH:12][CH:11]=2)=[N:6][CH:7]=1.[H-].[Na+].[P:20](Cl)([O:25][CH2:26][CH3:27])([O:22][CH2:23][CH3:24])=[O:21]. The catalyst is C1COCC1. The product is [CH2:23]([O:22][P:20]([NH:17][C:3]1[C:2]([F:1])=[CH:7][N:6]=[C:5]([O:8][CH2:9][C:10]2[CH:11]=[CH:12][C:13]([F:16])=[CH:14][CH:15]=2)[N:4]=1)(=[O:21])[O:25][CH2:26][CH3:27])[CH3:24]. The yield is 0.110. (5) The reactants are [N:1]1([C:13]([O:15][C:16]([CH3:19])([CH3:18])[CH3:17])=[O:14])[CH2:5][CH2:4][CH2:3][C@H:2]1[C:6]([O:8][C:9]([CH3:12])([CH3:11])[CH3:10])=[O:7].[CH3:20][OH:21]. The product is [CH3:20][O:21][CH:5]1[N:1]([C:13]([O:15][C:16]([CH3:19])([CH3:18])[CH3:17])=[O:14])[C@H:2]([C:6]([O:8][C:9]([CH3:11])([CH3:12])[CH3:10])=[O:7])[CH2:3][CH2:4]1. No catalyst specified. The yield is 0.990. (6) The reactants are CS([O:5][CH:6]1[CH2:11][CH2:10][CH:9]([O:12][CH2:13][C:14]2[CH:19]=[CH:18][CH:17]=[CH:16][CH:15]=2)[CH2:8][CH2:7]1)(=O)=O.[Br:20][C:21]1[CH:26]=[C:25]([F:27])[C:24](O)=[C:23]([F:29])[CH:22]=1.C([O-])([O-])=O.[Cs+].[Cs+]. The catalyst is CN(C=O)C.O. The product is [CH2:13]([O:12][CH:9]1[CH2:10][CH2:11][CH:6]([O:5][C:24]2[C:25]([F:27])=[CH:26][C:21]([Br:20])=[CH:22][C:23]=2[F:29])[CH2:7][CH2:8]1)[C:14]1[CH:19]=[CH:18][CH:17]=[CH:16][CH:15]=1. The yield is 0.990.